Dataset: Full USPTO retrosynthesis dataset with 1.9M reactions from patents (1976-2016). Task: Predict the reactants needed to synthesize the given product. (1) Given the product [CH3:38][C:37]1[C:2]([CH3:1])=[CH:3][C:4]2[NH:8][C:7]([CH2:9][N:10]([CH:26]3[C:35]4[N:34]=[CH:33][CH:32]=[CH:31][C:30]=4[CH2:29][CH2:28][CH2:27]3)[CH2:11][CH2:12][CH2:13][CH2:14][NH2:15])=[N:6][C:5]=2[CH:36]=1, predict the reactants needed to synthesize it. The reactants are: [CH3:1][C:2]1[C:37]([CH3:38])=[CH:36][C:5]2[NH:6][C:7]([CH2:9][N:10]([CH:26]3[C:35]4[N:34]=[CH:33][CH:32]=[CH:31][C:30]=4[CH2:29][CH2:28][CH2:27]3)[CH2:11][CH2:12][CH2:13][CH2:14][N:15]3C(=O)C4C(=CC=CC=4)C3=O)=[N:8][C:4]=2[CH:3]=1.O.NN. (2) Given the product [Cl:14][C:2]1[N:9]=[CH:8][C:7]([N+:10]([O-:12])=[O:11])=[CH:6][C:3]=1[C:4]#[N:5], predict the reactants needed to synthesize it. The reactants are: O[C:2]1[N:9]=[CH:8][C:7]([N+:10]([O-:12])=[O:11])=[CH:6][C:3]=1[C:4]#[N:5].P(Cl)(Cl)(Cl)(Cl)[Cl:14]. (3) Given the product [CH2:6]([O:10][C:11]1[CH:12]=[C:13]([CH:14]=[CH:15][CH:16]=1)[CH2:17][C:18]1[CH:23]=[C:22]([C:24]2[C:25]([NH2:30])=[N:26][CH:27]=[CH:28][CH:29]=2)[O:20][N:19]=1)[CH2:7][CH2:8][CH3:9], predict the reactants needed to synthesize it. The reactants are: O1CCCC1.[CH2:6]([O:10][C:11]1[CH:12]=[C:13]([CH2:17][C:18](Cl)=[N:19][OH:20])[CH:14]=[CH:15][CH:16]=1)[CH2:7][CH2:8][CH3:9].[C:22]([C:24]1[C:25]([NH2:30])=[N:26][CH:27]=[CH:28][CH:29]=1)#[CH:23].C(N(CC)CC)C. (4) The reactants are: C(N1CC2C(N(C)CCC[CH:20]([C:32]3C=CC(C#N)=CC=3)[O:21][C:22]3[CH:27]=[CH:26][C:25](OC)=[C:24](OC)[CH:23]=3)C(CC2)C1)C1C=CC=CC=1.[CH:41]12[CH:48]([N:49]([CH3:57])[C:50](=[O:56])[O:51][C:52]([CH3:55])([CH3:54])[CH3:53])[CH:45]([CH2:46][CH2:47]1)[CH2:44][NH:43][CH2:42]2.C([O-])([O-])=O.[K+].[K+].[CH3:64][N:65](C=O)C. Given the product [C:64]([C:25]1[CH:24]=[CH:23][C:22]([O:21][CH2:20][CH2:32][N:43]2[CH2:44][CH:45]3[CH:48]([N:49]([CH3:57])[C:50](=[O:56])[O:51][C:52]([CH3:53])([CH3:54])[CH3:55])[CH:41]([CH2:47][CH2:46]3)[CH2:42]2)=[CH:27][CH:26]=1)#[N:65], predict the reactants needed to synthesize it.